This data is from Full USPTO retrosynthesis dataset with 1.9M reactions from patents (1976-2016). The task is: Predict the reactants needed to synthesize the given product. (1) Given the product [C:7]1([CH2:13][CH2:14][CH2:15][NH:16][CH2:31][CH2:30][CH2:29][CH2:28][O:27][C:18]2[CH:19]=[CH:20][C:21]3[C:26](=[CH:25][CH:24]=[CH:23][CH:22]=3)[CH:17]=2)[CH:12]=[CH:11][CH:10]=[CH:9][CH:8]=1, predict the reactants needed to synthesize it. The reactants are: C(=O)([O-])[O-].[K+].[K+].[C:7]1([CH2:13][CH2:14][CH2:15][NH2:16])[CH:12]=[CH:11][CH:10]=[CH:9][CH:8]=1.[CH:17]1[C:26]2[C:21](=[CH:22][CH:23]=[CH:24][CH:25]=2)[CH:20]=[CH:19][C:18]=1[O:27][CH2:28][CH2:29][CH2:30][CH2:31]Cl. (2) Given the product [ClH:8].[ClH:8].[Cl:8][C:9]1[C:10]([F:42])=[C:11]([NH:12][C:13]2[C:22]3[C:17](=[CH:18][C:19]([O:25][CH:26]4[CH2:31][CH2:30][NH:29][CH2:28][CH2:27]4)=[C:20]([O:23][CH3:24])[CH:21]=3)[N:16]=[CH:15][N:14]=2)[CH:39]=[CH:40][CH:41]=1, predict the reactants needed to synthesize it. The reactants are: FC(F)(F)C(O)=O.[Cl:8][C:9]1[C:10]([F:42])=[C:11]([CH:39]=[CH:40][CH:41]=1)[NH:12][C:13]1[C:22]2[C:17](=[CH:18][C:19]([O:25][CH:26]3[CH2:31][CH2:30][N:29](C(OC(C)(C)C)=O)[CH2:28][CH2:27]3)=[C:20]([O:23][CH3:24])[CH:21]=2)[N:16]=[CH:15][N:14]=1. (3) The reactants are: [Li]CCCC.Br[C:7]1[CH:15]=[CH:14][C:10]([C:11]([OH:13])=[O:12])=[CH:9][CH:8]=1.C(S[S@@:21]([C:23]([CH3:26])([CH3:25])[CH3:24])=[O:22])(C)(C)C. Given the product [C:23]([S@@:21]([C:7]1[CH:15]=[CH:14][C:10]([C:11]([OH:13])=[O:12])=[CH:9][CH:8]=1)=[O:22])([CH3:26])([CH3:25])[CH3:24], predict the reactants needed to synthesize it. (4) Given the product [Br:1][C:2]1[CH:3]=[C:4]2[C:8](=[C:9]([C:11]([O:13][CH2:14][CH3:15])=[O:12])[CH:10]=1)[N:7]([C:25]([O:27][C:28]([CH3:31])([CH3:30])[CH3:29])=[O:26])[CH:6]=[C:5]2[CH:16]1[CH2:21][CH2:20][S:19][CH:18]([CH:22]([CH3:23])[CH3:24])[CH2:17]1, predict the reactants needed to synthesize it. The reactants are: [Br:1][C:2]1[CH:3]=[C:4]2[C:8](=[C:9]([C:11]([O:13][CH2:14][CH3:15])=[O:12])[CH:10]=1)[NH:7][CH:6]=[C:5]2[CH:16]1[CH2:21][CH2:20][S:19][CH:18]([CH:22]([CH3:24])[CH3:23])[CH2:17]1.[C:25](O[C:25]([O:27][C:28]([CH3:31])([CH3:30])[CH3:29])=[O:26])([O:27][C:28]([CH3:31])([CH3:30])[CH3:29])=[O:26].CN(C1C=CC=CN=1)C. (5) Given the product [Cl:25][C:26]1[CH:31]=[CH:30][CH:29]=[CH:28][C:27]=1[C:32]([CH3:36])([CH3:35])[CH:33]=[C:2]([Br:5])[Br:1], predict the reactants needed to synthesize it. The reactants are: [Br:1][C:2]([Br:5])(Br)Br.C1(P(C2C=CC=CC=2)C2C=CC=CC=2)C=CC=CC=1.[Cl:25][C:26]1[CH:31]=[CH:30][CH:29]=[CH:28][C:27]=1[C:32]([CH3:36])([CH3:35])[CH2:33]O.CCCCCC.